From a dataset of Peptide-MHC class I binding affinity with 185,985 pairs from IEDB/IMGT. Regression. Given a peptide amino acid sequence and an MHC pseudo amino acid sequence, predict their binding affinity value. This is MHC class I binding data. The peptide sequence is GEILLLEWLA. The binding affinity (normalized) is 0.407. The MHC is HLA-B44:02 with pseudo-sequence HLA-B44:02.